This data is from Full USPTO retrosynthesis dataset with 1.9M reactions from patents (1976-2016). The task is: Predict the reactants needed to synthesize the given product. (1) Given the product [CH2:16]([O:15][CH2:14][CH:6]1[CH2:7][N:8]([S:10]([CH3:13])(=[O:12])=[O:11])[CH2:9][CH:5]1[CH2:4][OH:3])[C:17]1[CH:22]=[CH:21][CH:20]=[CH:19][CH:18]=1, predict the reactants needed to synthesize it. The reactants are: [H-].[Na+].[OH:3][CH2:4][CH:5]1[CH2:9][N:8]([S:10]([CH3:13])(=[O:12])=[O:11])[CH2:7][CH:6]1[CH2:14][OH:15].[CH2:16](Br)[C:17]1[CH:22]=[CH:21][CH:20]=[CH:19][CH:18]=1. (2) Given the product [Br:1][C:2]1[C:3]([Cl:10])=[CH:4][C:5]([O:8][CH3:9])=[C:6]([S:11]([Cl:15])(=[O:13])=[O:12])[CH:7]=1, predict the reactants needed to synthesize it. The reactants are: [Br:1][C:2]1[CH:7]=[CH:6][C:5]([O:8][CH3:9])=[CH:4][C:3]=1[Cl:10].[S:11]([Cl:15])(=O)(=[O:13])[OH:12]. (3) Given the product [C:2]1([C:8]2[CH:13]=[CH:12][CH:11]=[CH:10][CH:9]=2)[CH:7]=[CH:6][CH:5]=[CH:4][CH:3]=1, predict the reactants needed to synthesize it. The reactants are: I[C:2]1[CH:7]=[CH:6][CH:5]=[CH:4][CH:3]=1.[C:8]1(B(O)O)[CH:13]=[CH:12][CH:11]=[CH:10][CH:9]=1.C1(C)C=CC=CC=1P(C1C=CC=CC=1C)C1C=CC=CC=1C.C(=O)([O-])[O-].[Cs+].[Cs+].C(=O)=O.